This data is from Forward reaction prediction with 1.9M reactions from USPTO patents (1976-2016). The task is: Predict the product of the given reaction. (1) Given the reactants [CH3:1][O:2][C:3]1[CH:11]=[CH:10][C:6]([C:7]([OH:9])=O)=[CH:5][N:4]=1.CN(C(ON1N=NC2C=CC=NC1=2)=[N+](C)C)C.F[P-](F)(F)(F)(F)F.CN1CCOCC1.[CH3:43][O:44][C:45]1[C:46]2[N:59]=[C:58]([NH2:60])[S:57][C:47]=2[C:48]([N:51]2[CH2:56][CH2:55][O:54][CH2:53][CH2:52]2)=[N:49][CH:50]=1, predict the reaction product. The product is: [CH3:1][O:2][C:3]1[CH:11]=[CH:10][C:6]([C:7]([NH:60][C:58]2[S:57][C:47]3[C:48]([N:51]4[CH2:56][CH2:55][O:54][CH2:53][CH2:52]4)=[N:49][CH:50]=[C:45]([O:44][CH3:43])[C:46]=3[N:59]=2)=[O:9])=[CH:5][N:4]=1. (2) Given the reactants [CH3:1][C@:2]1([C:18]([O:20]C)=[O:19])[CH2:6][CH2:5][CH2:4][N:3]1[CH2:7][C:8]1[CH:13]=[CH:12][C:11]([C:14]([F:17])([F:16])[F:15])=[CH:10][CH:9]=1.[Li+:22].[OH-], predict the reaction product. The product is: [CH3:1][C@:2]1([C:18]([O-:20])=[O:19])[CH2:6][CH2:5][CH2:4][N:3]1[CH2:7][C:8]1[CH:13]=[CH:12][C:11]([C:14]([F:15])([F:17])[F:16])=[CH:10][CH:9]=1.[Li+:22]. (3) The product is: [C:55](/[N:47]=[C:46](/[NH:45][CH3:44])\[NH:1][CH2:2][CH2:3][CH2:4][C:5]1([C:24]2[CH:29]=[CH:28][CH:27]=[CH:26][CH:25]=2)[N:9]([C:10](=[O:15])[C:11]([CH3:14])([CH3:12])[CH3:13])[N:8]=[C:7]([C:16]2[CH:21]=[C:20]([F:22])[CH:19]=[CH:18][C:17]=2[F:23])[S:6]1)#[N:56]. Given the reactants [NH2:1][CH2:2][CH2:3][CH2:4][C:5]1([C:24]2[CH:29]=[CH:28][CH:27]=[CH:26][CH:25]=2)[N:9]([C:10](=[O:15])[C:11]([CH3:14])([CH3:13])[CH3:12])[N:8]=[C:7]([C:16]2[CH:21]=[C:20]([F:22])[CH:19]=[CH:18][C:17]=2[F:23])[S:6]1.C(N(CC)CC)C.C1C=CC(O[C:44](OC2C=CC=CC=2)=[N:45][C:46]#[N:47])=CC=1.[CH3:55][NH2:56], predict the reaction product.